Dataset: Catalyst prediction with 721,799 reactions and 888 catalyst types from USPTO. Task: Predict which catalyst facilitates the given reaction. Reactant: [F:1][C:2]1[N:10]=[CH:9][CH:8]=[CH:7][C:3]=1[C:4](O)=[O:5].C(Cl)(=O)C([Cl:14])=O. Product: [F:1][C:2]1[N:10]=[CH:9][CH:8]=[CH:7][C:3]=1[C:4]([Cl:14])=[O:5]. The catalyst class is: 118.